Binary Classification. Given a miRNA mature sequence and a target amino acid sequence, predict their likelihood of interaction. From a dataset of Experimentally validated miRNA-target interactions with 360,000+ pairs, plus equal number of negative samples. (1) The miRNA is mmu-miR-504-5p with sequence AGACCCUGGUCUGCACUCUAUC. The protein sequence of the target gene is MPKRKKQDQPPPLPQQQQHLALSERDEPGDEEDERPMGPPSLLGPPPMANGKPGDPKSAFHRGPPGSRGRMIPPLLSLPPPPRGRGYIRGGLGPRSSPYGRGWWGINAEPPFPGPGHGGPSRESFYKEARNPRRLRSWSLVKNTYPPKDSPQMMEDKSDRPVCRHFSKKGHCRYEDHCAFYHPGVNGPPL. Result: 0 (no interaction). (2) The miRNA is hsa-miR-1908-5p with sequence CGGCGGGGACGGCGAUUGGUC. The protein sequence of the target gene is MMASFQRSNSHDKVRRIVAEEGRTARNLIAWSVPLESKDDDGKPKCQTGGKSKRTIQGTHKTTKQSTAVDCKITSSTTGDKHFDKSPTKTRHPRKIDLRARYWAFLFDNLRRAVDEIYVTCESDQSVVECKEVLMMLDNYVRDFKALIDWIQLQEKLEKTDAQSRPTSLAWEVKKMSPGRHVIPSPSTDRINVTSNARRSLNFGGSTGTVPAPRLAPTGVSWADKVKAHHTGSTASSEITPAQSCPPMTVQKASRKNERKDAEGWETVQRGRPIRSRSTAVMPKVSLATEATRSKDDSDK.... Result: 0 (no interaction). (3) Result: 0 (no interaction). The miRNA is gga-miR-103-3p with sequence AGCAGCAUUGUACAGGGCUAUGA. The protein sequence of the target gene is MEILWKTLTWILSLIMASSEFHSDHRLSYSSQEEFLTYLEHYQLTIPIRVDQNGAFLSFTVKNDKHSRRRRSMDPIDPQQAVSKLFFKLSAYGKHFHLNLTLNTDFVSKHFTVEYWGKDGPQWKHDFLDNCHYTGYLQDQRSTTKVALSNCVGLHGVIATEDEEYFIEPLKNTTEDSKHFSYENGHPHVIYKKSALQQRHLYDHSHCGVSDFTRSGKPWWLNDTSTVSYSLPINNTHIHHRQKRSVSIERFVETLVVADKMMVGYHGRKDIEHYILSVMNIVAKLYRDSSLGNVVNIIVA.... (4) The miRNA is hsa-miR-524-3p with sequence GAAGGCGCUUCCCUUUGGAGU. The protein sequence of the target gene is MAAPEEHDSPTEASQPIVEEEETKTFKDLGVTDVLCEACDQLGWTKPTKIQIEAIPLALQGRDIIGLAETGSGKTGAFALPILNALLETPQRLFALVLTPTRELAFQISEQFEALGSSIGVQSAVIVGGIDSMSQSLALAKKPHIIIATPGRLIDHLENTKGFNLRALKYLVMDEADRILNMDFETEVDKILKVIPRDRKTFLFSATMTKKVQKLQRAALKNPVKCAVSSKYQTVEKLQQYYIFIPSKFKDTYLVYILNELAGNSFMIFCSTCNNTQRTALLLRNLGFTAIPLHGQMSQS.... Result: 0 (no interaction). (5) The miRNA is mmu-miR-5104 with sequence CUGUGCUAGUGAGGUGGCUCAGCA. The protein sequence of the target gene is MFAAIQPGLAEGAQYPGSLPPGVCQPDLQPDNNSNFVESAKDANKNWHGVPGKVDPILIRSSSESPSDNQVFQATRLPEAGVRSPPEGAEIPGAEPEKLSGASSVCSPLEDIGYASSSLSIDSFSSSPEPVCDTPRGPSPLDPLLPSVAQAVQQLQAQERYKEQEKEKHHAHLVMYRRLALLQWIRALQHQLVDQQARLQESFDTILDNRKELIRCLQQREAPCRHQDQG. Result: 0 (no interaction). (6) The miRNA is hsa-miR-4650-5p with sequence UCAGGCCUCUUUCUACCUU. The protein sequence of the target gene is MAELGKKYCVYCLAEVSPLRFRCTECQDIELCPECFSAGAEIGHHRRYHGYQLVDGGRFTLWGPEAEGGWTSREEQLLLDAIEQFGFGNWEDMAAHVGASRTPQEVMEHYVSMYIHGNLGKACIPDTIPNRVTDHTCPSGGPLSPSLTTPLPPLDISVAEQQQLGYMPLRDDYEIEYDQDAETLISGLSVNYDDDDVEIELKRAHVDMYVRKLKERQRRKNIARDYNLVPAFLGKDKKEKEKALKRKITKEEKELRLKLRPLYQFMSCKEFDDLFENMHKEKMLRAKIRELQRYRRNGIT.... Result: 0 (no interaction). (7) The miRNA is hsa-miR-4508 with sequence GCGGGGCUGGGCGCGCG. The protein sequence of the target gene is MKPQFVGILLSSLLGAALGNRMRCYNCGGSPSSSCKEAVTTCGEGRPQPGLEQIKLPGNPPVTLIHQHPACVAAHHCNQVETESVGDVTYPAHRDCYLGDLCNSAVASHVAPAGILAAAATALTCLLPGLWSG. Result: 0 (no interaction).